Task: Predict the reactants needed to synthesize the given product.. Dataset: Full USPTO retrosynthesis dataset with 1.9M reactions from patents (1976-2016) (1) Given the product [Si:1]([O:8][C:9]1[CH:10]=[C:11]([C:15](=[O:18])[CH2:16][CH3:17])[CH:12]=[CH:13][CH:14]=1)([C:4]([CH3:7])([CH3:6])[CH3:5])([CH3:3])[CH3:2], predict the reactants needed to synthesize it. The reactants are: [Si:1]([O:8][C:9]1[CH:10]=[C:11]([CH:15]([OH:18])[CH2:16][CH3:17])[CH:12]=[CH:13][CH:14]=1)([C:4]([CH3:7])([CH3:6])[CH3:5])([CH3:3])[CH3:2]. (2) Given the product [CH3:14][NH:15][C:2]1[C:7]([C:8]([O:10][CH2:11][CH3:12])=[S:9])=[CH:6][N:5]=[C:4]([CH3:13])[N:3]=1, predict the reactants needed to synthesize it. The reactants are: Cl[C:2]1[C:7]([C:8]([O:10][CH2:11][CH3:12])=[S:9])=[CH:6][N:5]=[C:4]([CH3:13])[N:3]=1.[CH3:14][NH2:15]. (3) Given the product [CH3:11][O:10][C:3]1[CH:4]=[C:5]([CH:8]=[CH:9][C:2]=1[N:14]1[C:13]([CH3:12])=[CH:17][N:16]=[CH:15]1)[CH:6]=[O:7], predict the reactants needed to synthesize it. The reactants are: F[C:2]1[CH:9]=[CH:8][C:5]([CH:6]=[O:7])=[CH:4][C:3]=1[O:10][CH3:11].[CH3:12][C:13]1[N:14]=[CH:15][NH:16][CH:17]=1.C(=O)([O-])[O-].[K+].[K+].